The task is: Predict which catalyst facilitates the given reaction.. This data is from Catalyst prediction with 721,799 reactions and 888 catalyst types from USPTO. (1) Reactant: [CH2:1]([O:8][C:9](=[O:24])[NH:10][C:11]1[CH:16]=[CH:15][C:14]([CH2:17][CH2:18]O)=[C:13]([C:20]([F:23])([F:22])[F:21])[CH:12]=1)[C:2]1[CH:7]=[CH:6][CH:5]=[CH:4][CH:3]=1.CCN(S(F)(F)[F:31])CC. Product: [CH2:1]([O:8][C:9](=[O:24])[NH:10][C:11]1[CH:16]=[CH:15][C:14]([CH2:17][CH2:18][F:31])=[C:13]([C:20]([F:23])([F:22])[F:21])[CH:12]=1)[C:2]1[CH:7]=[CH:6][CH:5]=[CH:4][CH:3]=1. The catalyst class is: 2. (2) Reactant: [NH2:1][C:2]1[C:11](I)=[CH:10][C:5]([C:6]([O:8][CH3:9])=[O:7])=[C:4]([Cl:13])[CH:3]=1.[C:14]([Si:16]([CH3:19])([CH3:18])[CH3:17])#[CH:15].CCN(CC)CC. Product: [NH2:1][C:2]1[C:11]([C:15]#[C:14][Si:16]([CH3:19])([CH3:18])[CH3:17])=[CH:10][C:5]([C:6]([O:8][CH3:9])=[O:7])=[C:4]([Cl:13])[CH:3]=1. The catalyst class is: 700. (3) Reactant: B(Cl)(Cl)Cl.[CH2:5]([NH:7][C:8]([C:10]1[S:35][C:13]2[N:14]=[C:15]([NH2:34])[N:16]=[C:17]([C:18]3[CH:23]=[C:22]([O:24]CC4C=CC=CC=4)[C:21]([Cl:32])=[CH:20][C:19]=3[Cl:33])[C:12]=2[CH:11]=1)=[O:9])[CH3:6].CO. Product: [CH2:5]([NH:7][C:8]([C:10]1[S:35][C:13]2[N:14]=[C:15]([NH2:34])[N:16]=[C:17]([C:18]3[CH:23]=[C:22]([OH:24])[C:21]([Cl:32])=[CH:20][C:19]=3[Cl:33])[C:12]=2[CH:11]=1)=[O:9])[CH3:6]. The catalyst class is: 4. (4) Reactant: [C:1]([OH:5])(=[O:4])[CH2:2][CH3:3].C(O)(=O)C.[O-2].[Y+3:11].[O-2].[O-2].[Y+3]. Product: [C:1]([O-:5])(=[O:4])[CH2:2][CH3:3].[Y+3:11].[C:1]([O-:5])(=[O:4])[CH2:2][CH3:3].[C:1]([O-:5])(=[O:4])[CH2:2][CH3:3]. The catalyst class is: 6. (5) Reactant: Cl.[NH2:2][C:3]1[C:12]2[C:7](=[CH:8][CH:9]=[CH:10][CH:11]=2)[C:6]([OH:13])=[CH:5][CH:4]=1.[S:14]1[CH:18]=[CH:17][CH:16]=[C:15]1[S:19](Cl)(=[O:21])=[O:20]. Product: [OH:13][C:6]1[C:7]2[C:12](=[CH:11][CH:10]=[CH:9][CH:8]=2)[C:3]([NH:2][S:19]([C:15]2[S:14][CH:18]=[CH:17][CH:16]=2)(=[O:21])=[O:20])=[CH:4][CH:5]=1. The catalyst class is: 66. (6) Reactant: [F:1][C:2]([F:7])([F:6])[C:3]([OH:5])=[O:4].C(OC([N:15]1[CH2:20][CH2:19][C:18]2([C:28]3[C:23](=[CH:24][CH:25]=[CH:26][CH:27]=3)[C:22]([C:29]([OH:31])=[O:30])=[CH:21]2)[CH2:17][CH2:16]1)=O)(C)(C)C. Product: [NH:15]1[CH2:20][CH2:19][C:18]2([C:28]3[C:23](=[CH:24][CH:25]=[CH:26][CH:27]=3)[C:22]([C:29]([O-:31])=[O:30])=[CH:21]2)[CH2:17][CH2:16]1.[C:3]([OH:5])([C:2]([F:7])([F:6])[F:1])=[O:4]. The catalyst class is: 4. (7) Reactant: [C:1]12([CH2:11][C:12]([NH:14][CH2:15][C:16]3[CH:21]=[CH:20][C:19]([Cl:22])=[CH:18][CH:17]=3)=[O:13])[CH2:10][CH:5]3[CH2:6][CH:7]([CH2:9][CH:3]([CH2:4]3)[CH2:2]1)[CH2:8]2.[H-].[Na+].[CH3:25]I. Product: [C:1]12([CH2:11][C:12]([N:14]([CH2:15][C:16]3[CH:17]=[CH:18][C:19]([Cl:22])=[CH:20][CH:21]=3)[CH3:25])=[O:13])[CH2:10][CH:5]3[CH2:6][CH:7]([CH2:9][CH:3]([CH2:4]3)[CH2:2]1)[CH2:8]2. The catalyst class is: 3. (8) The catalyst class is: 87. Reactant: [CH2:1]([S:3][C:4]1[C:13]([C:14]([O:16]CC)=[O:15])=[C:12]([CH3:19])[C:11]2[C:6](=[CH:7][N:8]=[CH:9][CH:10]=2)[N:5]=1)[CH3:2].O[Li].O. Product: [CH2:1]([S:3][C:4]1[C:13]([C:14]([OH:16])=[O:15])=[C:12]([CH3:19])[C:11]2[C:6](=[CH:7][N:8]=[CH:9][CH:10]=2)[N:5]=1)[CH3:2].